This data is from Forward reaction prediction with 1.9M reactions from USPTO patents (1976-2016). The task is: Predict the product of the given reaction. (1) Given the reactants O=[C:2]1[CH2:11][CH2:10][CH2:9][C:8]2[CH:7]=[C:6]([O:12][C:13]3[CH:21]=[CH:20][C:16]([C:17]([NH2:19])=[O:18])=[CH:15][N:14]=3)[CH:5]=[CH:4][C:3]1=2.[F:22][C:23]1[CH:28]=[CH:27][CH:26]=[CH:25][C:24]=1[CH2:29][CH2:30][NH2:31].[BH3-]C#N.[Na+], predict the reaction product. The product is: [F:22][C:23]1[CH:28]=[CH:27][CH:26]=[CH:25][C:24]=1[CH2:29][CH2:30][NH:31][CH:2]1[CH2:11][CH2:10][CH2:9][C:8]2[CH:7]=[C:6]([O:12][C:13]3[CH:21]=[CH:20][C:16]([C:17]([NH2:19])=[O:18])=[CH:15][N:14]=3)[CH:5]=[CH:4][C:3]1=2. (2) Given the reactants [CH2:1]([N:8]1[C:16]2[C:15]3=[N:17][C@H:18]([CH2:20][C:21]4[CH:26]=[CH:25][CH:24]=[CH:23][CH:22]=4)[CH2:19][N:14]3[C:13](=[O:27])[N:12]([CH2:28][CH2:29][CH3:30])[C:11]=2[N:10]=[C:9]1Br)[C:2]1[CH:7]=[CH:6][CH:5]=[CH:4][CH:3]=1.C(=O)([O-])[O-].[K+].[K+].[NH:38]1[CH2:42][CH2:41][CH2:40][CH2:39]1.O, predict the reaction product. The product is: [CH2:1]([N:8]1[C:16]2[C:15]3=[N:17][C@H:18]([CH2:20][C:21]4[CH:26]=[CH:25][CH:24]=[CH:23][CH:22]=4)[CH2:19][N:14]3[C:13](=[O:27])[N:12]([CH2:28][CH2:29][CH3:30])[C:11]=2[N:10]=[C:9]1[N:38]1[CH2:42][CH2:41][CH2:40][CH2:39]1)[C:2]1[CH:7]=[CH:6][CH:5]=[CH:4][CH:3]=1. (3) Given the reactants C1(N([C@H]2CC[C@H](COC)CC2)C(=O)NC2SC(SC[C:17](O)=[O:18])=CN=2)CCCCC1.[CH:30]1([NH:37][C@H:38]2[CH2:44][CH2:43]C[C@H:41]([CH2:45][O:46][CH3:47])[CH2:40][CH2:39]2)[CH2:36][CH2:35][CH2:34][CH2:33][CH2:32][CH2:31]1.C([O:50][C:51](=[O:62])[C:52]([S:55][C:56]1[S:60][C:59]([NH2:61])=[N:58][CH:57]=1)([CH3:54])[CH3:53])C, predict the reaction product. The product is: [CH:30]1([N:37]([C@H:38]2[CH2:39][CH2:40][C@H:41]([CH2:45][O:46][CH3:47])[CH2:43][CH2:44]2)[C:17](=[O:18])[NH:61][C:59]2[S:60][C:56]([S:55][C:52]([CH3:54])([CH3:53])[C:51]([OH:50])=[O:62])=[CH:57][N:58]=2)[CH2:31][CH2:32][CH2:33][CH2:34][CH2:35][CH2:36]1. (4) Given the reactants [CH3:1][N:2]1[CH:6]=[C:5]([C:7]2[CH:12]=[CH:11][C:10]([C:13]3[CH:14]=[N:15][CH:16]=[C:17]4[C:22]=3[N:21]=[C:20]([C:23]([OH:25])=O)[CH:19]=[CH:18]4)=[CH:9][CH:8]=2)[CH:4]=[N:3]1.Cl.[CH3:27][O:28][CH:29]1[CH2:32][NH:31][CH2:30]1.C(N(CC)CC)C.CN(C(ON1N=NC2C=CC=NC1=2)=[N+](C)C)C.F[P-](F)(F)(F)(F)F, predict the reaction product. The product is: [CH3:27][O:28][CH:29]1[CH2:32][N:31]([C:23]([C:20]2[CH:19]=[CH:18][C:17]3[C:22](=[C:13]([C:10]4[CH:11]=[CH:12][C:7]([C:5]5[CH:4]=[N:3][N:2]([CH3:1])[CH:6]=5)=[CH:8][CH:9]=4)[CH:14]=[N:15][CH:16]=3)[N:21]=2)=[O:25])[CH2:30]1. (5) The product is: [F:15][C:2]1([F:1])[CH2:3][N:4]([C:8](=[O:10])[C@@H:49]([OH:48])[CH3:50])[CH2:5][CH:6]1[O:7][C:17]1[CH:24]=[CH:23][C:22]([C:25]2[N:30]=[C:29]([NH:31][C:32]3[CH:37]=[CH:36][C:35]([N:38]4[CH2:43][CH2:42][N:41]([CH:44]5[CH2:47][O:46][CH2:45]5)[CH2:40][CH2:39]4)=[CH:34][CH:33]=3)[N:28]=[CH:27][N:26]=2)=[CH:21][C:18]=1[C:19]#[N:20]. Given the reactants [F:1][C:2]1([F:15])[CH:6]([OH:7])[CH2:5][N:4]([C:8]([O:10]C(C)(C)C)=O)[CH2:3]1.F[C:17]1[CH:24]=[CH:23][C:22]([C:25]2[N:30]=[C:29]([NH:31][C:32]3[CH:37]=[CH:36][C:35]([N:38]4[CH2:43][CH2:42][N:41]([CH:44]5[CH2:47][O:46][CH2:45]5)[CH2:40][CH2:39]4)=[CH:34][CH:33]=3)[N:28]=[CH:27][N:26]=2)=[CH:21][C:18]=1[C:19]#[N:20].[OH:48][C@@H:49](C)[C:50](O)=O, predict the reaction product. (6) Given the reactants [N:1]1[CH:6]=[CH:5][C:4]([NH2:7])=[CH:3][CH:2]=1.[CH3:8][S:9][C:10](SC)=[CH:11][C:12]#[N:13].[H-].[Na+], predict the reaction product. The product is: [CH3:8][S:9][C:10]([NH:7][C:4]1[CH:5]=[CH:6][N:1]=[CH:2][CH:3]=1)=[CH:11][C:12]#[N:13]. (7) Given the reactants [CH3:1][O:2][CH:3]1[CH2:8][CH2:7][N:6](C(OC(C)(C)C)=O)[CH2:5][CH2:4]1.[ClH:16], predict the reaction product. The product is: [ClH:16].[CH3:1][O:2][CH:3]1[CH2:8][CH2:7][NH:6][CH2:5][CH2:4]1. (8) Given the reactants [CH2:1]([N:4]([C:14]1[CH:19]=[CH:18][C:17]([Cl:20])=[CH:16][C:15]=1[CH:21]([C:23]1[C:32]2[O:31][CH2:30][CH2:29][O:28][C:27]=2[CH:26]=[CH:25][CH:24]=1)[OH:22])[C:5](=[O:13])/[CH:6]=[CH:7]/[C:8]([O:10][CH2:11][CH3:12])=[O:9])[CH:2]=[CH2:3].C(=O)([O-])[O-].[K+].[K+].O, predict the reaction product. The product is: [CH2:1]([N:4]1[C:14]2[CH:19]=[CH:18][C:17]([Cl:20])=[CH:16][C:15]=2[CH:21]([C:23]2[C:32]3[O:31][CH2:30][CH2:29][O:28][C:27]=3[CH:26]=[CH:25][CH:24]=2)[O:22][CH:6]([CH2:7][C:8]([O:10][CH2:11][CH3:12])=[O:9])[C:5]1=[O:13])[CH:2]=[CH2:3].